Dataset: NCI-60 drug combinations with 297,098 pairs across 59 cell lines. Task: Regression. Given two drug SMILES strings and cell line genomic features, predict the synergy score measuring deviation from expected non-interaction effect. (1) Drug 1: CC12CCC(CC1=CCC3C2CCC4(C3CC=C4C5=CN=CC=C5)C)O. Drug 2: CCC1=C2CN3C(=CC4=C(C3=O)COC(=O)C4(CC)O)C2=NC5=C1C=C(C=C5)O. Cell line: BT-549. Synergy scores: CSS=28.3, Synergy_ZIP=2.64, Synergy_Bliss=5.64, Synergy_Loewe=-18.9, Synergy_HSA=4.10. (2) Drug 1: C1C(C(OC1N2C=NC(=NC2=O)N)CO)O. Drug 2: B(C(CC(C)C)NC(=O)C(CC1=CC=CC=C1)NC(=O)C2=NC=CN=C2)(O)O. Cell line: SF-295. Synergy scores: CSS=50.9, Synergy_ZIP=2.31, Synergy_Bliss=1.67, Synergy_Loewe=-24.7, Synergy_HSA=0.537. (3) Drug 1: CS(=O)(=O)C1=CC(=C(C=C1)C(=O)NC2=CC(=C(C=C2)Cl)C3=CC=CC=N3)Cl. Drug 2: C1=CC(=CC=C1CC(C(=O)O)N)N(CCCl)CCCl.Cl. Cell line: MDA-MB-231. Synergy scores: CSS=14.9, Synergy_ZIP=-3.68, Synergy_Bliss=-3.05, Synergy_Loewe=-7.42, Synergy_HSA=-3.41. (4) Drug 1: CN(C(=O)NC(C=O)C(C(C(CO)O)O)O)N=O. Drug 2: C(CN)CNCCSP(=O)(O)O. Cell line: OVCAR-5. Synergy scores: CSS=0.909, Synergy_ZIP=0.601, Synergy_Bliss=0.495, Synergy_Loewe=-0.704, Synergy_HSA=-0.0639.